This data is from Reaction yield outcomes from USPTO patents with 853,638 reactions. The task is: Predict the reaction yield, written as a fraction of the theoretical maximum amount of product (1.0 means a 100% yield; for example, 0.34 means a 34% yield). (1) The yield is 0.900. The product is [NH2:9][CH2:8][C:7]1[C:2]([NH2:1])=[N:3][C:4]([CH3:10])=[N:5][CH:6]=1. The catalyst is [Ni].CO. The reactants are [NH2:1][C:2]1[C:7]([C:8]#[N:9])=[CH:6][N:5]=[C:4]([CH3:10])[N:3]=1.N.[H][H]. (2) The reactants are [CH:1](=O)[C:2]1[CH:7]=[CH:6][CH:5]=[C:4]([O:8][CH3:9])[CH:3]=1.[CH3:11][NH2:12].[BH4-].[Na+]. The catalyst is CO. The product is [CH3:9][O:8][C:4]1[CH:3]=[C:2]([CH2:1][NH:12][CH3:11])[CH:7]=[CH:6][CH:5]=1. The yield is 0.700. (3) The reactants are C[O:2][C:3]([C:5]1[CH:6]=[C:7]([NH:10][C:11]2[C:20]3[C:15](=[CH:16][CH:17]=[CH:18][CH:19]=3)[N:14]=[C:13]([C:21]3[CH:26]=[CH:25][CH:24]=[CH:23][CH:22]=3)[N:12]=2)[NH:8][N:9]=1)=[O:4].[OH-].[Na+].Cl. No catalyst specified. The product is [C:3]([C:5]1[CH:6]=[C:7]([NH:10][C:11]2[C:20]3[C:15](=[CH:16][CH:17]=[CH:18][CH:19]=3)[N:14]=[C:13]([C:21]3[CH:26]=[CH:25][CH:24]=[CH:23][CH:22]=3)[N:12]=2)[NH:8][N:9]=1)([OH:4])=[O:2]. The yield is 0.940. (4) The reactants are [CH3:1][N:2](C(ON1N=NC2C=CC=NC1=2)=[N+](C)C)C.F[P-](F)(F)(F)(F)F.[C:25]([NH:32][C@@H:33]([C:38]([OH:40])=O)[CH2:34][CH2:35][S:36][CH3:37])([O:27][C:28]([CH3:31])([CH3:30])[CH3:29])=[O:26].CN.Cl.CCN(C(C)C)C(C)C. The catalyst is CN(C=O)C. The product is [CH3:1][NH:2][C:38]([C@H:33]([NH:32][C:25](=[O:26])[O:27][C:28]([CH3:31])([CH3:30])[CH3:29])[CH2:34][CH2:35][S:36][CH3:37])=[O:40]. The yield is 0.630. (5) The reactants are [CH3:1][O:2][C:3]1[CH:4]=[C:5]([CH:7]=[CH:8][C:9]=1[C:10]1[O:14][CH:13]=[N:12][CH:11]=1)[NH2:6].[CH2:15]([C:17]1[S:21][C:20]([CH:22]=O)=[CH:19][CH:18]=1)[CH3:16]. No catalyst specified. The product is [CH2:15]([C:17]1[S:21][C:20]([CH2:22][NH:6][C:5]2[CH:7]=[CH:8][C:9]([C:10]3[O:14][CH:13]=[N:12][CH:11]=3)=[C:3]([O:2][CH3:1])[CH:4]=2)=[CH:19][CH:18]=1)[CH3:16]. The yield is 0.859. (6) The reactants are OC1C([C:11]2[C:16]([CH2:17][C:18]3([CH2:21][O:22][C:23]4[CH:28]=[CH:27][C:26]([O:29][CH3:30])=[CH:25][CH:24]=4)[CH2:20][CH2:19]3)=[C:15]([CH3:31])[N:14]=[C:13]([O:32][CH3:33])[C:12]=2[CH:34]([CH3:36])[CH3:35])=C(C=C(C)C=1)C#N.[Cr](O[Cr]([O-])(=O)=O)([O-])(=O)=O.[NH+:46]1[CH:51]=[CH:50][CH:49]=[CH:48][CH:47]=1.[NH+]1C=C[CH:55]=[CH:54][CH:53]=1.CN([CH:61]=[O:62])C. No catalyst specified. The product is [CH:34]([C:12]1[C:13]([O:32][CH3:33])=[N:14][C:15]([CH3:31])=[C:16]([CH2:17][C:18]2([CH2:21][O:22][C:23]3[CH:24]=[CH:25][C:26]([O:29][CH3:30])=[CH:27][CH:28]=3)[CH2:20][CH2:19]2)[C:11]=1[C:61]([C:48]1[CH:49]=[C:50]([CH:53]=[C:54]([CH3:55])[CH:47]=1)[C:51]#[N:46])=[O:62])([CH3:35])[CH3:36]. The yield is 0.990. (7) The reactants are N1[C:6]2[CH2:7][CH2:8][N:9]([CH2:11][CH2:12][CH2:13][CH2:14][O:15][C:16]3[CH:25]=[C:24]4[C:19]([CH2:20][CH2:21][C:22](=[O:26])[NH:23]4)=[CH:18][CH:17]=3)[CH2:10][C:5]=2C=NC=1.[CH3:27][N:28]([CH3:39])[C:29]1C2CCNCC=2[N:32]=[CH:33][N:34]=1. No catalyst specified. The product is [CH3:27][N:28]([CH3:39])[C:29]1[C:6]2[CH2:7][CH2:8][N:9]([CH2:11][CH2:12][CH2:13][CH2:14][O:15][C:16]3[CH:25]=[C:24]4[C:19]([CH2:20][CH2:21][C:22](=[O:26])[NH:23]4)=[CH:18][CH:17]=3)[CH2:10][C:5]=2[N:32]=[CH:33][N:34]=1. The yield is 0.270. (8) The yield is 0.950. The reactants are [CH3:1][C:2]1[N:3]=[C:4]([CH2:10][CH2:11][C:12]2[C:13]([C:17]3[CH:22]=[CH:21][CH:20]=[CH:19][N:18]=3)=[N:14][O:15][CH:16]=2)[S:5][C:6]=1[C:7]([OH:9])=O.F[B-](F)(F)F.N1(OC(N(C)C)=[N+](C)C)C2C=CC=CC=2N=N1.C(N(CC)C(C)C)(C)C.[NH2:54][CH:55]1[CH2:60][CH2:59][O:58][CH2:57][CH2:56]1. The catalyst is CN(C=O)C. The product is [O:58]1[CH2:59][CH2:60][CH:55]([NH:54][C:7]([C:6]2[S:5][C:4]([CH2:10][CH2:11][C:12]3[C:13]([C:17]4[CH:22]=[CH:21][CH:20]=[CH:19][N:18]=4)=[N:14][O:15][CH:16]=3)=[N:3][C:2]=2[CH3:1])=[O:9])[CH2:56][CH2:57]1.